From a dataset of Reaction yield outcomes from USPTO patents with 853,638 reactions. Predict the reaction yield, written as a fraction of the theoretical maximum amount of product (1.0 means a 100% yield; for example, 0.34 means a 34% yield). (1) The reactants are [OH:1][C:2]1[CH:9]=[CH:8][C:5]([C:6]#[N:7])=[CH:4][CH:3]=1.C(OP(=[S:18])(O)OCC)C. The catalyst is O. The product is [OH:1][C:2]1[CH:9]=[CH:8][C:5]([C:6]([NH2:7])=[S:18])=[CH:4][CH:3]=1. The yield is 0.870. (2) The reactants are [CH3:1][C:2]1[N:6]([CH2:7][CH2:8][C:9]2[CH:14]=[CH:13][C:12]([O:15][CH2:16][CH:17]3[CH2:22][CH2:21][CH:20]([CH2:23][CH2:24][CH2:25][CH2:26][CH3:27])[CH2:19][CH2:18]3)=[CH:11][CH:10]=2)[C:5]([C:28]2[CH:47]=[CH:46][C:31]([O:32][C@H:33]([CH2:39][C:40]3[CH:45]=[CH:44][CH:43]=[CH:42][CH:41]=3)[C:34]([O:36]CC)=[O:35])=[CH:30][CH:29]=2)=[CH:4][CH:3]=1.[OH-].[K+].Cl. The catalyst is C1COCC1.CO. The product is [CH3:1][C:2]1[N:6]([CH2:7][CH2:8][C:9]2[CH:10]=[CH:11][C:12]([O:15][CH2:16][CH:17]3[CH2:18][CH2:19][CH:20]([CH2:23][CH2:24][CH2:25][CH2:26][CH3:27])[CH2:21][CH2:22]3)=[CH:13][CH:14]=2)[C:5]([C:28]2[CH:29]=[CH:30][C:31]([O:32][C@H:33]([CH2:39][C:40]3[CH:45]=[CH:44][CH:43]=[CH:42][CH:41]=3)[C:34]([OH:36])=[O:35])=[CH:46][CH:47]=2)=[CH:4][CH:3]=1. The yield is 0.650. (3) The reactants are Br[CH2:2][CH2:3][O:4][CH2:5][CH2:6][O:7][CH2:8][CH2:9][O:10][CH2:11][CH2:12][O:13][C:14]1[CH:15]=[C:16]([CH2:22][C@@H:23]([CH3:37])[C@@H:24]([CH3:36])[CH2:25][C:26]2[CH:31]=[CH:30][C:29]([O:32][CH3:33])=[C:28]([O:34][CH3:35])[CH:27]=2)[CH:17]=[CH:18][C:19]=1[O:20][CH3:21].C(=O)([O-])[O-].[K+].[K+].[N+:44]([C:47]1[N:48]=[CH:49][NH:50][CH:51]=1)([O-:46])=[O:45]. No catalyst specified. The product is [CH3:35][O:34][C:28]1[CH:27]=[C:26]([CH2:25][C@H:24]([CH3:36])[C@H:23]([CH3:37])[CH2:22][C:16]2[CH:17]=[CH:18][C:19]([O:20][CH3:21])=[C:14]([O:13][CH2:12][CH2:11][O:10][CH2:9][CH2:8][O:7][CH2:6][CH2:5][O:4][CH2:3][CH2:2][N:50]3[CH:51]=[C:47]([N+:44]([O-:46])=[O:45])[N:48]=[CH:49]3)[CH:15]=2)[CH:31]=[CH:30][C:29]=1[O:32][CH3:33]. The yield is 0.880. (4) The reactants are O[CH2:2][C:3]1[CH:12]=[N:11][C:10]2[N:9]3[CH2:13][CH2:14][CH2:15][CH2:16][C@H:8]3[C:7](=[O:17])[NH:6][C:5]=2[CH:4]=1.[I-].C(C[P+](C)(C)C)#N.C(N(C(C)C)C(C)C)C.[N:35]1([C:41]2[CH:51]=[CH:50][C:44]([C:45]([O:47][CH2:48][CH3:49])=[O:46])=[CH:43][N:42]=2)[CH2:40][CH2:39][NH:38][CH2:37][CH2:36]1. The catalyst is C(#N)CC.CCO.O. The product is [O:17]=[C:7]1[NH:6][C:5]2[CH:4]=[C:3]([CH2:2][N:38]3[CH2:39][CH2:40][N:35]([C:41]4[CH:51]=[CH:50][C:44]([C:45]([O:47][CH2:48][CH3:49])=[O:46])=[CH:43][N:42]=4)[CH2:36][CH2:37]3)[CH:12]=[N:11][C:10]=2[N:9]2[CH2:13][CH2:14][CH2:15][CH2:16][C@@H:8]12. The yield is 0.890. (5) The reactants are [CH:1]([O:4][C:5]1[CH:10]=[CH:9][C:8](B(O)O)=[CH:7][CH:6]=1)([CH3:3])[CH3:2].Br[C:15]1[C:20](=[O:21])[N:19]([CH2:22][C:23]2[CH:28]=[CH:27][C:26]([C:29]3[C:30]([C:35]#[N:36])=[CH:31][CH:32]=[CH:33][CH:34]=3)=[CH:25][CH:24]=2)[C:18]([CH2:37][CH2:38][CH2:39][CH3:40])=[N:17][C:16]=1[CH3:41]. The catalyst is O1CCOCC1.C(=O)([O-])[O-].[Cs+].[Cs+].C(OCC)(=O)C.C1C=CC(P(C2C=CC=CC=2)[C-]2C=CC=C2)=CC=1.C1C=CC(P(C2C=CC=CC=2)[C-]2C=CC=C2)=CC=1.Cl[Pd]Cl.[Fe+2]. The product is [CH2:37]([C:18]1[N:19]([CH2:22][C:23]2[CH:24]=[CH:25][C:26]([C:29]3[C:30]([C:35]#[N:36])=[CH:31][CH:32]=[CH:33][CH:34]=3)=[CH:27][CH:28]=2)[C:20](=[O:21])[C:15]([C:8]2[CH:9]=[CH:10][C:5]([O:4][CH:1]([CH3:3])[CH3:2])=[CH:6][CH:7]=2)=[C:16]([CH3:41])[N:17]=1)[CH2:38][CH2:39][CH3:40]. The yield is 0.990.